From a dataset of Catalyst prediction with 721,799 reactions and 888 catalyst types from USPTO. Predict which catalyst facilitates the given reaction. (1) Reactant: Br[CH:2]1[CH2:6][CH2:5][N:4]([CH:7]2[CH2:12][CH2:11][N:10]([C:13]([O:15][C:16]([CH3:19])([CH3:18])[CH3:17])=[O:14])[CH2:9][CH2:8]2)[C:3]1=[O:20].[CH3:21][N:22]1[N:26]=[N:25][C:24]([C:27]2[CH:32]=[CH:31][C:30]([OH:33])=[CH:29][CH:28]=2)=[N:23]1.C([O-])([O-])=O.[K+].[K+]. Product: [CH3:21][N:22]1[N:26]=[N:25][C:24]([C:27]2[CH:32]=[CH:31][C:30]([O:33][CH:2]3[CH2:6][CH2:5][N:4]([CH:7]4[CH2:12][CH2:11][N:10]([C:13]([O:15][C:16]([CH3:19])([CH3:18])[CH3:17])=[O:14])[CH2:9][CH2:8]4)[C:3]3=[O:20])=[CH:29][CH:28]=2)=[N:23]1. The catalyst class is: 16. (2) Product: [Br:1][C:2]1[CH:3]=[CH:4][C:5]([F:28])=[C:6]([C@:8]([NH:21][S@@:22]([C:24]([CH3:27])([CH3:26])[CH3:25])=[O:23])([CH3:30])[CH2:9][C:10]2([O:13][Si:14]([C:17]([CH3:20])([CH3:19])[CH3:18])([CH3:16])[CH3:15])[CH2:11][CH2:12]2)[CH:7]=1. Reactant: [Br:1][C:2]1[CH:3]=[CH:4][C:5]([F:28])=[C:6](/[C:8](=[N:21]\[S@@:22]([C:24]([CH3:27])([CH3:26])[CH3:25])=[O:23])/[CH2:9][C:10]2([O:13][Si:14]([C:17]([CH3:20])([CH3:19])[CH3:18])([CH3:16])[CH3:15])[CH2:12][CH2:11]2)[CH:7]=1.[Li][CH3:30]. The catalyst class is: 1. (3) Reactant: [NH:1]1[C:5]([NH2:6])=[CH:4][CH:3]=[N:2]1.[CH2:7]([O:9][C:10](=[O:19])/[C:11](/[O-])=[CH:12]\[C:13](OCC)=[O:14])[CH3:8].[Na+]. Product: [OH:14][C:13]1[CH:12]=[C:11]([C:10]([O:9][CH2:7][CH3:8])=[O:19])[C:4]2[CH:3]=[N:2][NH:1][C:5]=2[N:6]=1. The catalyst class is: 313.